This data is from Forward reaction prediction with 1.9M reactions from USPTO patents (1976-2016). The task is: Predict the product of the given reaction. (1) Given the reactants [CH2:1]1[C:4]2([O:9][CH2:8][CH:7]([O:10][C:11]3[CH:16]=[CH:15][N:14]=[C:13]([CH2:17]O)[C:12]=3[CH3:19])[CH2:6][O:5]2)[CH2:3][CH2:2]1.C(N(CC)CC)C.CS(Cl)(=O)=O.C(=O)([O-])O.[Na+].[SH:37][C:38]1[NH:39][C:40]2[CH:46]=[CH:45][CH:44]=[CH:43][C:41]=2[N:42]=1, predict the reaction product. The product is: [CH2:1]1[C:4]2([O:9][CH2:8][CH:7]([O:10][C:11]3[CH:16]=[CH:15][N:14]=[C:13]([CH2:17][S:37][C:38]4[NH:42][C:41]5[CH:43]=[CH:44][CH:45]=[CH:46][C:40]=5[N:39]=4)[C:12]=3[CH3:19])[CH2:6][O:5]2)[CH2:3][CH2:2]1. (2) Given the reactants [F:1][C:2]([F:19])([F:18])[C:3]1[CH:4]=[C:5]([N:9]2[CH2:14][CH2:13][CH:12]([C:15]([OH:17])=O)[CH2:11][CH2:10]2)[CH:6]=[CH:7][CH:8]=1.[N:20]1[C:25]2[S:26][CH:27]=[CH:28][C:24]=2[C:23]([NH2:29])=[N:22][CH:21]=1.[F:30][C:31]([F:48])([F:47])[C:32]1[CH:33]=[C:34]([N:38]2[CH2:43][CH2:42][CH:41]([C:44]([Cl:46])=[O:45])[CH2:40][CH2:39]2)[CH:35]=[CH:36][CH:37]=1, predict the reaction product. The product is: [F:47][C:31]([F:30])([F:48])[C:32]1[CH:33]=[C:34]([N:38]2[CH2:43][CH2:42][CH:41]([C:44]([Cl:46])=[O:45])[CH2:40][CH2:39]2)[CH:35]=[CH:36][CH:37]=1.[N:20]1[C:25]2[S:26][CH:27]=[CH:28][C:24]=2[C:23]([NH:29][C:15]([CH:12]2[CH2:11][CH2:10][N:9]([C:5]3[CH:6]=[CH:7][CH:8]=[C:3]([C:2]([F:1])([F:19])[F:18])[CH:4]=3)[CH2:14][CH2:13]2)=[O:17])=[N:22][CH:21]=1.